From a dataset of NCI-60 drug combinations with 297,098 pairs across 59 cell lines. Regression. Given two drug SMILES strings and cell line genomic features, predict the synergy score measuring deviation from expected non-interaction effect. (1) Drug 1: CC(C1=C(C=CC(=C1Cl)F)Cl)OC2=C(N=CC(=C2)C3=CN(N=C3)C4CCNCC4)N. Drug 2: CCCCCOC(=O)NC1=NC(=O)N(C=C1F)C2C(C(C(O2)C)O)O. Cell line: NCI/ADR-RES. Synergy scores: CSS=0.781, Synergy_ZIP=0.335, Synergy_Bliss=0.698, Synergy_Loewe=-0.320, Synergy_HSA=-0.653. (2) Drug 1: CC12CCC3C(C1CCC2=O)CC(=C)C4=CC(=O)C=CC34C. Drug 2: C1CNP(=O)(OC1)N(CCCl)CCCl. Cell line: NCI-H460. Synergy scores: CSS=7.92, Synergy_ZIP=2.05, Synergy_Bliss=0.623, Synergy_Loewe=-25.9, Synergy_HSA=1.40. (3) Drug 1: CCCCC(=O)OCC(=O)C1(CC(C2=C(C1)C(=C3C(=C2O)C(=O)C4=C(C3=O)C=CC=C4OC)O)OC5CC(C(C(O5)C)O)NC(=O)C(F)(F)F)O. Drug 2: C1CC(=O)NC(=O)C1N2C(=O)C3=CC=CC=C3C2=O. Cell line: RPMI-8226. Synergy scores: CSS=53.8, Synergy_ZIP=-1.85, Synergy_Bliss=-3.86, Synergy_Loewe=-22.2, Synergy_HSA=-5.32. (4) Drug 1: C1CN1P(=S)(N2CC2)N3CC3. Drug 2: COC1=NC(=NC2=C1N=CN2C3C(C(C(O3)CO)O)O)N. Cell line: HL-60(TB). Synergy scores: CSS=69.7, Synergy_ZIP=-4.83, Synergy_Bliss=-5.00, Synergy_Loewe=-13.3, Synergy_HSA=-1.80. (5) Drug 1: C1CN1C2=NC(=NC(=N2)N3CC3)N4CC4. Drug 2: C1=CC=C(C(=C1)C(C2=CC=C(C=C2)Cl)C(Cl)Cl)Cl. Cell line: IGROV1. Synergy scores: CSS=19.0, Synergy_ZIP=-4.82, Synergy_Bliss=1.90, Synergy_Loewe=-11.4, Synergy_HSA=0.849.